This data is from Full USPTO retrosynthesis dataset with 1.9M reactions from patents (1976-2016). The task is: Predict the reactants needed to synthesize the given product. (1) Given the product [Br:8][C:5]1[N:4]=[C:3]([C:9]2[N:10]=[C:13]([C:14]3[CH:19]=[CH:18][CH:17]=[CH:16][CH:15]=3)[O:12][N:11]=2)[C:2]([NH2:1])=[N:7][CH:6]=1, predict the reactants needed to synthesize it. The reactants are: [NH2:1][C:2]1[C:3]([C:9](=[N:11][O:12][C:13](=O)[C:14]2[CH:19]=[CH:18][CH:17]=[CH:16][CH:15]=2)[NH2:10])=[N:4][C:5]([Br:8])=[CH:6][N:7]=1. (2) The reactants are: [F:1][C:2]1[C:27]([O:28][CH3:29])=[CH:26][C:25]([O:30][CH3:31])=[C:24]([F:32])[C:3]=1[CH2:4][O:5][C:6]1[CH:7]=[N:8][C:9]([NH:12][C:13]2[CH:14]=[N:15][N:16]([CH2:18][C:19]([O:21]CC)=[O:20])[CH:17]=2)=[N:10][CH:11]=1.O1CCCC1.[OH-].[Na+].Cl. Given the product [F:1][C:2]1[C:27]([O:28][CH3:29])=[CH:26][C:25]([O:30][CH3:31])=[C:24]([F:32])[C:3]=1[CH2:4][O:5][C:6]1[CH:11]=[N:10][C:9]([NH:12][C:13]2[CH:14]=[N:15][N:16]([CH2:18][C:19]([OH:21])=[O:20])[CH:17]=2)=[N:8][CH:7]=1, predict the reactants needed to synthesize it. (3) Given the product [C:17]([O:16][C:14]([N:11]1[CH2:12][CH2:13][C:8]([C:4]2[CH:5]=[CH:6][CH:7]=[C:2]([Cl:1])[CH:3]=2)([C:21]([OH:41])=[O:24])[CH2:9][CH2:10]1)=[O:15])([CH3:20])([CH3:19])[CH3:18], predict the reactants needed to synthesize it. The reactants are: [Cl:1][C:2]1[CH:3]=[C:4]([C:8]2([C:21]#N)[CH2:13][CH2:12][N:11]([C:14]([O:16][C:17]([CH3:20])([CH3:19])[CH3:18])=[O:15])[CH2:10][CH2:9]2)[CH:5]=[CH:6][CH:7]=1.Cl.[OH-:24].[Na+].CC(OC(OC(OC(C)(C)C)=O)=O)(C)C.[OH2:41]. (4) Given the product [CH3:13][C@@H:14]1[CH2:15][N:16]([C:2]2[N:3]=[CH:4][C:5]3[O:6][CH2:7][C:8](=[O:12])[NH:9][C:10]=3[N:11]=2)[C@H:17]([C:20]2[CH:21]=[CH:22][CH:23]=[CH:24][CH:25]=2)[CH2:18][O:19]1, predict the reactants needed to synthesize it. The reactants are: Cl[C:2]1[N:3]=[CH:4][C:5]2[O:6][CH2:7][C:8](=[O:12])[NH:9][C:10]=2[N:11]=1.[CH3:13][C@H:14]1[O:19][CH2:18][C@@H:17]([C:20]2[CH:25]=[CH:24][CH:23]=[CH:22][CH:21]=2)[NH:16][CH2:15]1.C(N(CC)CC)C.Cl. (5) The reactants are: C([Mg]Cl)(C)C.Br[C:7]1[N:11]2[CH:12]=[CH:13][C:14]([C:16]([CH3:26])([O:18][Si:19]([CH2:24][CH3:25])([CH2:22][CH3:23])[CH2:20][CH3:21])[CH3:17])=[N:15][C:10]2=[N:9][CH:8]=1.C([Sn](Cl)(CCCC)CCCC)CCC.Cl[C:42]1[CH:47]=[CH:46][N:45]=[C:44]([C:48]([F:51])([F:50])[F:49])[N:43]=1. Given the product [CH3:17][C:16]([C:14]1[CH:13]=[CH:12][N:11]2[C:7]([C:42]3[CH:47]=[CH:46][N:45]=[C:44]([C:48]([F:51])([F:50])[F:49])[N:43]=3)=[CH:8][N:9]=[C:10]2[N:15]=1)([O:18][Si:19]([CH2:24][CH3:25])([CH2:22][CH3:23])[CH2:20][CH3:21])[CH3:26], predict the reactants needed to synthesize it. (6) Given the product [Cl:1][C:2]1[N:7]=[C:6]([CH3:8])[N:5]=[C:4]([NH:9][C:10]([NH2:12])=[S:11])[CH:3]=1, predict the reactants needed to synthesize it. The reactants are: [Cl:1][C:2]1[N:7]=[C:6]([CH3:8])[N:5]=[C:4]([NH:9][C:10]([NH:12]C(=O)OCC)=[S:11])[CH:3]=1.[OH-].[Na+]. (7) Given the product [CH3:23][N:12]([CH2:11][C:9]1[N:10]=[C:6]2[CH:5]=[CH:4][CH:3]=[C:2]([N:30]3[CH2:31][CH2:32][N:27]([CH:24]([CH3:26])[CH3:25])[CH2:28][CH2:29]3)[N:7]2[CH:8]=1)[C@@H:13]1[C:22]2[N:21]=[CH:20][CH:19]=[CH:18][C:17]=2[CH2:16][CH2:15][CH2:14]1, predict the reactants needed to synthesize it. The reactants are: F[C:2]1[N:7]2[CH:8]=[C:9]([CH2:11][N:12]([CH3:23])[C@@H:13]3[C:22]4[N:21]=[CH:20][CH:19]=[CH:18][C:17]=4[CH2:16][CH2:15][CH2:14]3)[N:10]=[C:6]2[CH:5]=[CH:4][CH:3]=1.[CH:24]([N:27]1[CH2:32][CH2:31][NH:30][CH2:29][CH2:28]1)([CH3:26])[CH3:25].